Predict the reactants needed to synthesize the given product. From a dataset of Full USPTO retrosynthesis dataset with 1.9M reactions from patents (1976-2016). (1) Given the product [C:65]([O:69][C:70]([CH2:71][CH2:72][C@H:73]([NH:77][C:78]([O:80][C:81]([CH3:84])([CH3:83])[CH3:82])=[O:79])[C:74]([NH:31][CH2:32][C:33]([NH:35][CH2:36][C:37](=[C:39]1[CH2:44][CH2:43][CH2:42][N:41]([C:45]2[C:54]([O:55][CH3:56])=[C:53]3[C:48]([C:49](=[O:63])[C:50]([C:60]([OH:62])=[O:61])=[CH:51][N:52]3[CH:57]3[CH2:58][CH2:59]3)=[CH:47][C:46]=2[F:64])[CH2:40]1)[F:38])=[O:34])=[O:75])=[O:85])([CH3:67])([CH3:68])[CH3:66], predict the reactants needed to synthesize it. The reactants are: CN(C(ON1N=NC2C=CC=NC1=2)=[N+](C)C)C.F[P-](F)(F)(F)(F)F.C1COCC1.Cl.[NH2:31][CH2:32][C:33]([NH:35][CH2:36][C:37](=[C:39]1[CH2:44][CH2:43][CH2:42][N:41]([C:45]2[C:54]([O:55][CH3:56])=[C:53]3[C:48]([C:49](=[O:63])[C:50]([C:60]([OH:62])=[O:61])=[CH:51][N:52]3[CH:57]3[CH2:59][CH2:58]3)=[CH:47][C:46]=2[F:64])[CH2:40]1)[F:38])=[O:34].[C:65]([O:69][C:70](=[O:85])[CH2:71][CH2:72][C@H:73]([NH:77][C:78]([O:80][C:81]([CH3:84])([CH3:83])[CH3:82])=[O:79])[C:74](O)=[O:75])([CH3:68])([CH3:67])[CH3:66]. (2) The reactants are: [Cl:1][C:2]1[C:3]([C:28]2[S:32][C:31]([C:33]3([O:37][CH2:38][O:39][CH3:40])[CH2:36][CH2:35][CH2:34]3)=[N:30][CH:29]=2)=[C:4]2[CH:10]=[C:9]([C:11]3[CH:16]=[CH:15][C:14]([OH:17])=[CH:13][CH:12]=3)[N:8]([S:18]([C:21]3[CH:27]=[CH:26][C:24]([CH3:25])=[CH:23][CH:22]=3)(=[O:20])=[O:19])[C:5]2=[N:6][CH:7]=1.[O:41]1[CH2:45][CH2:44][CH:43](O)[CH2:42]1.C1(P(C2C=CC=CC=2)C2C=CC=CC=2)C=CC=CC=1.N(C(OC(C)C)=O)=NC(OC(C)C)=O. Given the product [Cl:1][C:2]1[C:3]([C:28]2[S:32][C:31]([C:33]3([O:37][CH2:38][O:39][CH3:40])[CH2:36][CH2:35][CH2:34]3)=[N:30][CH:29]=2)=[C:4]2[CH:10]=[C:9]([C:11]3[CH:16]=[CH:15][C:14]([O:17][CH:43]4[CH2:44][CH2:45][O:41][CH2:42]4)=[CH:13][CH:12]=3)[N:8]([S:18]([C:21]3[CH:22]=[CH:23][C:24]([CH3:25])=[CH:26][CH:27]=3)(=[O:19])=[O:20])[C:5]2=[N:6][CH:7]=1, predict the reactants needed to synthesize it. (3) Given the product [CH2:7]([C:2]([NH:1][C:14](=[O:15])[O:16][C:17]([CH3:20])([CH3:19])[CH3:18])([CH2:3][OH:4])[CH2:5][OH:6])[C:8]1[CH:13]=[CH:12][CH:11]=[CH:10][CH:9]=1, predict the reactants needed to synthesize it. The reactants are: [NH2:1][C:2]([CH2:7][C:8]1[CH:13]=[CH:12][CH:11]=[CH:10][CH:9]=1)([CH2:5][OH:6])[CH2:3][OH:4].[C:14](O[C:14]([O:16][C:17]([CH3:20])([CH3:19])[CH3:18])=[O:15])([O:16][C:17]([CH3:20])([CH3:19])[CH3:18])=[O:15].